From a dataset of Forward reaction prediction with 1.9M reactions from USPTO patents (1976-2016). Predict the product of the given reaction. (1) Given the reactants [C:1]([C:5]1[N:6]=[C:7]2[CH:12]=[C:11]([C:13](O)=[O:14])[CH:10]=[CH:9][N:8]2[C:16]=1[CH2:17][CH:18]1[CH2:23][CH2:22][CH2:21][CH2:20][CH2:19]1)([CH3:4])([CH3:3])[CH3:2].[CH:24]1([NH2:28])[CH2:27][CH2:26][CH2:25]1, predict the reaction product. The product is: [C:1]([C:5]1[N:6]=[C:7]2[CH:12]=[C:11]([C:13]([NH:28][CH:24]3[CH2:27][CH2:26][CH2:25]3)=[O:14])[CH:10]=[CH:9][N:8]2[C:16]=1[CH2:17][CH:18]1[CH2:23][CH2:22][CH2:21][CH2:20][CH2:19]1)([CH3:3])([CH3:4])[CH3:2]. (2) Given the reactants C(S[C:9]1[CH:10]=[C:11]2[C:16](=[CH:17][CH:18]=1)[C:15]([C:19]1[CH:24]=[CH:23][C:22]([C:25]([F:28])([F:27])[F:26])=[CH:21][C:20]=1[O:29][CH3:30])=[N:14][N:13]=[CH:12]2)C1C=CC=CC=1.O.[Cl:32]N1C(C)(C)C(=O)N(Cl)C1=O.[O-:43][S:44]([O-:47])(=O)=O.[Mg+2], predict the reaction product. The product is: [CH3:30][O:29][C:20]1[CH:21]=[C:22]([C:25]([F:26])([F:28])[F:27])[CH:23]=[CH:24][C:19]=1[C:15]1[C:16]2[C:11](=[CH:10][C:9]([S:44]([Cl:32])(=[O:47])=[O:43])=[CH:18][CH:17]=2)[CH:12]=[N:13][N:14]=1. (3) Given the reactants ClC(Cl)(Cl)COC(=O)[NH:6][C:7]1[CH:12]=[CH:11][C:10]([S:13][C:14]2[CH:19]=[CH:18][C:17]([C:20](=[O:32])[NH:21][C:22]3[CH:27]=[CH:26][C:25]([C:28]([F:31])([F:30])[F:29])=[CH:24][N:23]=3)=[CH:16][C:15]=2[NH:33][C:34]2[C:35]3[CH:43]=[CH:42][C:41]([CH:44]([CH3:46])[CH3:45])=[N:40][C:36]=3[N:37]=[CH:38][N:39]=2)=[CH:9][CH:8]=1.[OH-].[Na+].Cl, predict the reaction product. The product is: [NH2:6][C:7]1[CH:12]=[CH:11][C:10]([S:13][C:14]2[CH:19]=[CH:18][C:17]([C:20]([NH:21][C:22]3[CH:27]=[CH:26][C:25]([C:28]([F:31])([F:29])[F:30])=[CH:24][N:23]=3)=[O:32])=[CH:16][C:15]=2[NH:33][C:34]2[C:35]3[CH:43]=[CH:42][C:41]([CH:44]([CH3:46])[CH3:45])=[N:40][C:36]=3[N:37]=[CH:38][N:39]=2)=[CH:9][CH:8]=1. (4) Given the reactants [O:1]=[C:2]1[CH:11]=[C:10]([C:12]([F:15])([F:14])[F:13])[C:9]2[C:4](=[CH:5][CH:6]=[C:7]([CH2:16][C:17]3[CH:22]=[CH:21][C:20]([S:23](Cl)(=[O:25])=[O:24])=[CH:19][CH:18]=3)[CH:8]=2)[NH:3]1.[CH2:27]([NH2:34])[C:28]1[CH:33]=[CH:32][CH:31]=[CH:30][CH:29]=1, predict the reaction product. The product is: [CH2:27]([NH:34][S:23]([C:20]1[CH:21]=[CH:22][C:17]([CH2:16][C:7]2[CH:8]=[C:9]3[C:4](=[CH:5][CH:6]=2)[NH:3][C:2](=[O:1])[CH:11]=[C:10]3[C:12]([F:15])([F:14])[F:13])=[CH:18][CH:19]=1)(=[O:25])=[O:24])[C:28]1[CH:33]=[CH:32][CH:31]=[CH:30][CH:29]=1. (5) Given the reactants [CH3:1][C:2]1([CH3:19])[CH2:7][C:6]([CH3:9])([CH3:8])[CH2:5][C:4]([C:11]#[C:12][C:13]2[CH:18]=[CH:17][CH:16]=[CH:15][N:14]=2)(O)[CH2:3]1.O=P(Cl)(Cl)Cl.C(OCC)(=O)C, predict the reaction product. The product is: [CH3:1][C:2]1([CH3:19])[CH2:7][C:6]([CH3:8])([CH3:9])[CH2:5][C:4]([C:11]#[C:12][C:13]2[CH:18]=[CH:17][CH:16]=[CH:15][N:14]=2)=[CH:3]1. (6) The product is: [ClH:11].[Cl:11][C:8]1[CH:7]=[C:3]([C:4]([NH2:6])=[O:5])[C:2](=[NH:1])[N:10]([CH2:13][C:14]2[CH:21]=[C:20]([Cl:22])[CH:19]=[CH:18][C:15]=2[C:16]#[N:17])[CH:9]=1. Given the reactants [NH2:1][C:2]1[N:10]=[CH:9][C:8]([Cl:11])=[CH:7][C:3]=1[C:4]([NH2:6])=[O:5].Br[CH2:13][C:14]1[CH:21]=[C:20]([Cl:22])[CH:19]=[CH:18][C:15]=1[C:16]#[N:17], predict the reaction product.